Dataset: Forward reaction prediction with 1.9M reactions from USPTO patents (1976-2016). Task: Predict the product of the given reaction. (1) Given the reactants [F:1][C:2]1[CH:3]=[C:4]([CH2:9][C:10]([NH:12][C@H:13]([C:17]([O:19][CH3:20])=[O:18])[CH:14]([CH3:16])C)=[O:11])[CH:5]=[C:6]([F:8])[CH:7]=1.Cl.CN[C@H](C(O)=O)C[C:26]1[C:34]2[C:29](=[CH:30][CH:31]=[CH:32][CH:33]=2)[NH:28]C=1, predict the reaction product. The product is: [F:8][C:6]1[CH:5]=[C:4]([CH2:9][C:10]([NH:12][C@H:13]([C:17]([O:19][CH3:20])=[O:18])[CH2:14][C:16]2[NH:28][C:29]3[C:34]([CH:26]=2)=[CH:33][CH:32]=[CH:31][CH:30]=3)=[O:11])[CH:3]=[C:2]([F:1])[CH:7]=1. (2) Given the reactants [CH3:1][C:2]([S:5]([NH2:7])=[O:6])([CH3:4])[CH3:3].[Br:8][C:9]1[CH:17]=[C:16]2[C:12]([CH2:13][C:14]3([CH2:23][CH2:22][CH:21]([CH:24]([F:26])[F:25])[CH2:20][CH2:19]3)[C:15]2=O)=[CH:11][CH:10]=1.C([O-])(O)=O.[Na+], predict the reaction product. The product is: [Br:8][C:9]1[CH:17]=[C:16]2[C:12](=[CH:11][CH:10]=1)[CH2:13][C:14]1([CH2:23][CH2:22][CH:21]([CH:24]([F:25])[F:26])[CH2:20][CH2:19]1)[C:15]2=[N:7][S:5]([C:2]([CH3:4])([CH3:3])[CH3:1])=[O:6]. (3) Given the reactants [Cl:1][C:2]1[CH:23]=[CH:22][CH:21]=[C:20]([Cl:24])[C:3]=1[CH2:4][N:5]1[C:13]2[C:8](=[CH:9][C:10]([O:17]C)=[C:11]([C:14]([OH:16])=[O:15])[CH:12]=2)[C:7]([CH3:19])=[N:6]1.[Br-].[Br-].[Br-].B, predict the reaction product. The product is: [Cl:24][C:20]1[CH:21]=[CH:22][CH:23]=[C:2]([Cl:1])[C:3]=1[CH2:4][N:5]1[C:13]2[C:8](=[CH:9][C:10]([OH:17])=[C:11]([C:14]([OH:16])=[O:15])[CH:12]=2)[C:7]([CH3:19])=[N:6]1. (4) Given the reactants [C:1]([C:3]1[C:8]([O:9][CH2:10][C:11]([NH2:13])=[O:12])=[CH:7][CH:6]=[CH:5][N:4]=1)#[N:2], predict the reaction product. The product is: [NH2:2][C:1]1[C:3]2=[N:4][CH:5]=[CH:6][CH:7]=[C:8]2[O:9][C:10]=1[C:11]([NH2:13])=[O:12].